This data is from Full USPTO retrosynthesis dataset with 1.9M reactions from patents (1976-2016). The task is: Predict the reactants needed to synthesize the given product. (1) Given the product [C:4]([C:3]([C:11]1[CH:12]=[CH:13][CH:14]=[CH:15][CH:16]=1)([CH2:6][CH2:7][CH2:8][CH2:9][CH3:10])[CH2:2][O:1][S:23]([C:20]1[CH:21]=[CH:22][C:17]([CH3:27])=[CH:18][CH:19]=1)(=[O:25])=[O:24])#[N:5], predict the reactants needed to synthesize it. The reactants are: [OH:1][CH2:2][C:3]([C:11]1[CH:16]=[CH:15][CH:14]=[CH:13][CH:12]=1)([CH2:6][CH2:7][CH2:8][CH2:9][CH3:10])[C:4]#[N:5].[C:17]1([CH3:27])[CH:22]=[CH:21][C:20]([S:23](Cl)(=[O:25])=[O:24])=[CH:19][CH:18]=1.C(N(CC)CC)C.Cl. (2) Given the product [Cl:1][C:2]1[CH:3]=[C:4]([NH:5][C:34]([C:27]2[N:26]=[C:25]([CH2:24][CH2:23][N:17]3[CH2:18][CH2:19][O:20][CH2:21][CH2:22]3)[N:29]3[CH:30]=[CH:31][CH:32]=[CH:33][C:28]=23)=[O:35])[CH:6]=[CH:7][CH:8]=1, predict the reactants needed to synthesize it. The reactants are: [Cl:1][C:2]1[CH:3]=[C:4]([CH:6]=[CH:7][CH:8]=1)[NH2:5].C(N(CC)CC)C.Cl.[N:17]1([CH2:23][CH2:24][C:25]2[N:29]3[CH:30]=[CH:31][CH:32]=[CH:33][C:28]3=[C:27]([C:34](Cl)=[O:35])[N:26]=2)[CH2:22][CH2:21][O:20][CH2:19][CH2:18]1. (3) Given the product [Cl:25][C:22]1[CH:21]=[C:4]([CH:3]=[C:2]([Cl:1])[C:23]=1[Cl:24])[CH2:5][N:6]1[CH:10]=[C:9]([N:11]2[CH:15]=[C:14]([C:16]([OH:18])=[O:17])[CH:13]=[N:12]2)[N:8]=[N:7]1, predict the reactants needed to synthesize it. The reactants are: [Cl:1][C:2]1[CH:3]=[C:4]([CH:21]=[C:22]([Cl:25])[C:23]=1[Cl:24])[CH2:5][N:6]1[CH:10]=[C:9]([N:11]2[CH:15]=[C:14]([C:16]([O:18]CC)=[O:17])[CH:13]=[N:12]2)[N:8]=[N:7]1.[OH-].[Na+].